Dataset: Reaction yield outcomes from USPTO patents with 853,638 reactions. Task: Predict the reaction yield, written as a fraction of the theoretical maximum amount of product (1.0 means a 100% yield; for example, 0.34 means a 34% yield). (1) The reactants are Cl.[CH3:2][C:3]1[C:11]2[C:6](=[CH:7][CH:8]=[CH:9][CH:10]=2)[NH:5][C:4]=1[C:12]1[CH:13]=[N:14][CH:15]=[CH:16][CH:17]=1.[H-].[Na+].Br[CH2:21][C:22]1[CH:29]=[CH:28][C:25]([C:26]#[N:27])=[CH:24][C:23]=1[F:30].CN(C=[O:35])C. No catalyst specified. The product is [NH4+:5].[OH-:35].[F:30][C:23]1[CH:24]=[C:25]([CH:28]=[CH:29][C:22]=1[CH2:21][N:5]1[C:6]2[C:11](=[CH:10][CH:9]=[CH:8][CH:7]=2)[C:3]([CH3:2])=[C:4]1[C:12]1[CH:13]=[N:14][CH:15]=[CH:16][CH:17]=1)[C:26]#[N:27]. The yield is 0.00100. (2) The reactants are [NH2:1][C:2]1[CH:3]=[C:4]([C:8]2[N:9]=[C:10]([C:13]3[C:14]([NH2:19])=[N:15][CH:16]=[N:17][CH:18]=3)[S:11][CH:12]=2)[CH:5]=[CH:6][CH:7]=1.O1CCCC1.[C:25]1([CH3:34])[CH:30]=[CH:29][CH:28]=[C:27]([N:31]=[C:32]=[O:33])[CH:26]=1. The catalyst is C(N(CC)CC)C. The product is [NH2:19][C:14]1[C:13]([C:10]2[S:11][CH:12]=[C:8]([C:4]3[CH:3]=[C:2]([NH:1][C:32]([NH:31][C:27]4[CH:26]=[C:25]([CH3:34])[CH:30]=[CH:29][CH:28]=4)=[O:33])[CH:7]=[CH:6][CH:5]=3)[N:9]=2)=[CH:18][N:17]=[CH:16][N:15]=1. The yield is 0.670.